Dataset: Forward reaction prediction with 1.9M reactions from USPTO patents (1976-2016). Task: Predict the product of the given reaction. Given the reactants FC(F)(F)C(OC(=O)C(F)(F)F)=O.O[CH:15]([C:37]1[C:46]2[C:41](=[CH:42][CH:43]=[CH:44][CH:45]=2)[N:40]=[CH:39][CH:38]=1)[C:16]1[S:31][C:19]2[N:20]([CH2:27][CH:28]([CH3:30])[CH3:29])[C:21](=[O:26])[N:22]([CH3:25])[C:23](=[O:24])[C:18]=2[C:17]=1[C:32]([O:34][CH2:35][CH3:36])=[O:33].C(N(CC)CC)C, predict the reaction product. The product is: [CH3:25][N:22]1[C:23](=[O:24])[C:18]2[C:17]([C:32]([O:34][CH2:35][CH3:36])=[O:33])=[C:16]([CH2:15][C:37]3[C:46]4[C:41](=[CH:42][CH:43]=[CH:44][CH:45]=4)[N:40]=[CH:39][CH:38]=3)[S:31][C:19]=2[N:20]([CH2:27][CH:28]([CH3:30])[CH3:29])[C:21]1=[O:26].